This data is from Peptide-MHC class I binding affinity with 185,985 pairs from IEDB/IMGT. The task is: Regression. Given a peptide amino acid sequence and an MHC pseudo amino acid sequence, predict their binding affinity value. This is MHC class I binding data. (1) The peptide sequence is VFRTSTPKVV. The MHC is HLA-A29:02 with pseudo-sequence HLA-A29:02. The binding affinity (normalized) is 0. (2) The peptide sequence is YLPTQQDVL. The MHC is HLA-B40:01 with pseudo-sequence HLA-B40:01. The binding affinity (normalized) is 0. (3) The peptide sequence is FSMGLLCLTL. The MHC is HLA-A02:06 with pseudo-sequence HLA-A02:06. The binding affinity (normalized) is 0.802. (4) The peptide sequence is NTYLFNILY. The MHC is HLA-A03:01 with pseudo-sequence HLA-A03:01. The binding affinity (normalized) is 0.405. (5) The peptide sequence is NQQGITPNY. The MHC is HLA-B46:01 with pseudo-sequence HLA-B46:01. The binding affinity (normalized) is 0.0847. (6) The peptide sequence is FLKEEGGL. The binding affinity (normalized) is 0.0771. The MHC is HLA-A33:01 with pseudo-sequence HLA-A33:01. (7) The peptide sequence is ALVAFLRFL. The MHC is HLA-A02:17 with pseudo-sequence HLA-A02:17. The binding affinity (normalized) is 0.703.